Dataset: Merck oncology drug combination screen with 23,052 pairs across 39 cell lines. Task: Regression. Given two drug SMILES strings and cell line genomic features, predict the synergy score measuring deviation from expected non-interaction effect. (1) Drug 1: COC1CC2CCC(C)C(O)(O2)C(=O)C(=O)N2CCCCC2C(=O)OC(C(C)CC2CCC(OP(C)(C)=O)C(OC)C2)CC(=O)C(C)C=C(C)C(O)C(OC)C(=O)C(C)CC(C)C=CC=CC=C1C. Drug 2: CCC1(O)C(=O)OCc2c1cc1n(c2=O)Cc2cc3c(CN(C)C)c(O)ccc3nc2-1. Cell line: NCIH23. Synergy scores: synergy=4.39. (2) Drug 1: COc1cc(C2c3cc4c(cc3C(OC3OC5COC(C)OC5C(O)C3O)C3COC(=O)C23)OCO4)cc(OC)c1O. Drug 2: COC1CC2CCC(C)C(O)(O2)C(=O)C(=O)N2CCCCC2C(=O)OC(C(C)CC2CCC(OP(C)(C)=O)C(OC)C2)CC(=O)C(C)C=C(C)C(O)C(OC)C(=O)C(C)CC(C)C=CC=CC=C1C. Cell line: ES2. Synergy scores: synergy=1.17. (3) Drug 1: CCC1(O)CC2CN(CCc3c([nH]c4ccccc34)C(C(=O)OC)(c3cc4c(cc3OC)N(C)C3C(O)(C(=O)OC)C(OC(C)=O)C5(CC)C=CCN6CCC43C65)C2)C1. Drug 2: C#Cc1cccc(Nc2ncnc3cc(OCCOC)c(OCCOC)cc23)c1. Cell line: OV90. Synergy scores: synergy=19.7. (4) Drug 1: O=C(NOCC(O)CO)c1ccc(F)c(F)c1Nc1ccc(I)cc1F. Drug 2: CNC(=O)c1cc(Oc2ccc(NC(=O)Nc3ccc(Cl)c(C(F)(F)F)c3)cc2)ccn1. Cell line: VCAP. Synergy scores: synergy=5.85. (5) Drug 1: COc1cccc2c1C(=O)c1c(O)c3c(c(O)c1C2=O)CC(O)(C(=O)CO)CC3OC1CC(N)C(O)C(C)O1. Drug 2: O=C(O)C1(Cc2cccc(Nc3nccs3)n2)CCC(Oc2cccc(Cl)c2F)CC1. Cell line: NCIH23. Synergy scores: synergy=2.41. (6) Drug 1: CCc1c2c(nc3ccc(O)cc13)-c1cc3c(c(=O)n1C2)COC(=O)C3(O)CC. Synergy scores: synergy=-10.6. Drug 2: CCc1cnn2c(NCc3ccc[n+]([O-])c3)cc(N3CCCCC3CCO)nc12. Cell line: NCIH520. (7) Drug 1: N#Cc1ccc(Cn2cncc2CN2CCN(c3cccc(Cl)c3)C(=O)C2)cc1. Drug 2: Cn1nnc2c(C(N)=O)ncn2c1=O. Cell line: HT144. Synergy scores: synergy=-1.65.